Dataset: Catalyst prediction with 721,799 reactions and 888 catalyst types from USPTO. Task: Predict which catalyst facilitates the given reaction. (1) Reactant: BrC1C=CC(C(N)=O)=CC=1.O=CC(Cl)(Cl)[Cl:14].[Br:17][C:18]1[CH:32]=[CH:31][C:21]([C:22]([NH:24][CH:25](O)[C:26]([Cl:29])([Cl:28])[Cl:27])=[O:23])=[CH:20][CH:19]=1.P(Cl)(Cl)(Cl)(Cl)Cl. Product: [Br:17][C:18]1[CH:32]=[CH:31][C:21]([C:22]([NH:24][CH:25]([Cl:14])[C:26]([Cl:29])([Cl:28])[Cl:27])=[O:23])=[CH:20][CH:19]=1. The catalyst class is: 396. (2) Reactant: [N:1]1([CH2:7][CH2:8][O:9][C:10](=[O:39])[NH:11][C:12]2[C:13]([CH3:38])=[C:14]3[C:19]([NH:20][C:21]4[CH:26]=[CH:25][C:24]([O:27]CC5C=CC=CC=5)=[CH:23][CH:22]=4)=[C:18]([C:35]#[N:36])[CH:17]=[N:16][N:15]3[CH:37]=2)[CH2:6][CH2:5][O:4][CH2:3][CH2:2]1. Product: [N:1]1([CH2:7][CH2:8][O:9][C:10](=[O:39])[NH:11][C:12]2[C:13]([CH3:38])=[C:14]3[C:19]([NH:20][C:21]4[CH:26]=[CH:25][C:24]([OH:27])=[CH:23][CH:22]=4)=[C:18]([C:35]#[N:36])[CH:17]=[N:16][N:15]3[CH:37]=2)[CH2:2][CH2:3][O:4][CH2:5][CH2:6]1. The catalyst class is: 3. (3) Reactant: [H-].[Na+].[C:3]([C:7]1[N:12]=[C:11]([N:13]([CH3:21])[C:14]2[CH:19]=[CH:18][CH:17]=[CH:16][C:15]=2[CH3:20])[C:10]([C:22]([NH2:24])=[O:23])=[CH:9][CH:8]=1)([CH3:6])([CH3:5])[CH3:4].[N+:25]([C:28]1[CH:29]=[C:30]([S:34](Cl)(=[O:36])=[O:35])[CH:31]=[CH:32][CH:33]=1)([O-:27])=[O:26]. Product: [C:3]([C:7]1[N:12]=[C:11]([N:13]([CH3:21])[C:14]2[CH:19]=[CH:18][CH:17]=[CH:16][C:15]=2[CH3:20])[C:10]([C:22]([NH:24][S:34]([C:30]2[CH:31]=[CH:32][CH:33]=[C:28]([N+:25]([O-:27])=[O:26])[CH:29]=2)(=[O:35])=[O:36])=[O:23])=[CH:9][CH:8]=1)([CH3:6])([CH3:4])[CH3:5]. The catalyst class is: 9. (4) Reactant: [Cl:1][C:2]1[CH:3]=[C:4]2[C:13](=[C:14]3[C:19]=1[CH:18]=[CH:17][CH:16]=[N:15]3)[NH:12][S:11](=[O:21])(=[O:20])[C:10]1[C:5]2=[CH:6][C:7](F)=[CH:8][CH:9]=1.[CH2:23]([NH2:30])[C:24]1[CH:29]=[CH:28][CH:27]=[CH:26][CH:25]=1. Product: [CH2:23]([NH:30][C:7]1[CH:6]=[C:5]2[C:10]([S:11](=[O:21])(=[O:20])[NH:12][C:13]3[C:4]2=[CH:3][C:2]([Cl:1])=[C:19]2[C:14]=3[N:15]=[CH:16][CH:17]=[CH:18]2)=[CH:9][CH:8]=1)[C:24]1[CH:29]=[CH:28][CH:27]=[CH:26][CH:25]=1. The catalyst class is: 37. (5) Reactant: [OH:1][CH2:2][C@H:3]([NH:10][C:11](=[O:16])[CH2:12][CH2:13][CH:14]=[CH2:15])[C:4]1[CH:9]=[CH:8][CH:7]=[CH:6][CH:5]=1.N(/C(OC(C)C)=O)=N\C(OC(C)C)=O.C1(P(C2C=CC=CC=2)C2C=CC=CC=2)C=CC=CC=1.[CH3:50][CH:51]([CH2:54][CH:55]=[CH2:56])[CH2:52]O. Product: [CH3:50][CH:51]([CH2:54][CH:55]=[CH2:56])[CH2:52][O:1][CH2:2][C@H:3]([NH:10][C:11](=[O:16])[CH2:12][CH2:13][CH:14]=[CH2:15])[C:4]1[CH:9]=[CH:8][CH:7]=[CH:6][CH:5]=1. The catalyst class is: 1. (6) Reactant: [F:1][C:2]1[C:11]([C:12](=[O:29])[CH2:13][N:14]2[CH2:19][CH2:18][C:17]([OH:28])([C:20]3[CH:25]=[CH:24][CH:23]=[C:22]([O:26][CH3:27])[CH:21]=3)[CH2:16][CH2:15]2)=[CH:10][CH:9]=[C:8]2[C:3]=1[CH2:4][CH2:5][C:6](=[O:30])[NH:7]2.[BH4-].[Na+].O. Product: [F:1][C:2]1[C:11]([CH:12]([OH:29])[CH2:13][N:14]2[CH2:15][CH2:16][C:17]([OH:28])([C:20]3[CH:25]=[CH:24][CH:23]=[C:22]([O:26][CH3:27])[CH:21]=3)[CH2:18][CH2:19]2)=[CH:10][CH:9]=[C:8]2[C:3]=1[CH2:4][CH2:5][C:6](=[O:30])[NH:7]2. The catalyst class is: 8. (7) Reactant: [CH2:1]([O:3][C:4]([C:6]1[S:10][C:9]([C:11]2[CH:16]=[CH:15][C:14]([Cl:17])=[CH:13][CH:12]=2)=[N:8][C:7]=1[CH3:18])=[O:5])[CH3:2].C1C(=O)N([Br:26])C(=O)C1. Product: [CH2:1]([O:3][C:4]([C:6]1[S:10][C:9]([C:11]2[CH:12]=[CH:13][C:14]([Cl:17])=[CH:15][CH:16]=2)=[N:8][C:7]=1[CH2:18][Br:26])=[O:5])[CH3:2]. The catalyst class is: 53. (8) Reactant: Cl.[Cl-].[NH4+].[Br:4][C:5]1[CH:10]=[C:9]([N+:11]([O-])=O)[C:8]([CH3:14])=[CH:7][C:6]=1[N:15]1[CH2:20][CH2:19][O:18][CH2:17][CH2:16]1. Product: [Br:4][C:5]1[C:6]([N:15]2[CH2:20][CH2:19][O:18][CH2:17][CH2:16]2)=[CH:7][C:8]([CH3:14])=[C:9]([CH:10]=1)[NH2:11]. The catalyst class is: 186. (9) Reactant: [NH2:1][C:2]1[CH:3]=[C:4]([C:28]2[CH:33]=[CH:32][C:31]([O:34][CH3:35])=[CH:30][CH:29]=2)[CH:5]=[CH:6][C:7]=1[C:8]([NH:10][C@H:11]([C:18]([O:20][CH2:21][C:22]1[CH:27]=[CH:26][CH:25]=[CH:24][CH:23]=1)=[O:19])[CH2:12][C:13]([O:15][CH2:16][CH3:17])=[O:14])=[O:9].[N:36]([C:39]1[C:44]([CH3:45])=[CH:43][C:42]([CH3:46])=[CH:41][C:40]=1[CH3:47])=[C:37]=[O:38]. Product: [CH3:35][O:34][C:31]1[CH:30]=[CH:29][C:28]([C:4]2[CH:5]=[CH:6][C:7]([C:8]([NH:10][C@H:11]([C:18]([O:20][CH2:21][C:22]3[CH:23]=[CH:24][CH:25]=[CH:26][CH:27]=3)=[O:19])[CH2:12][C:13]([O:15][CH2:16][CH3:17])=[O:14])=[O:9])=[C:2]([NH:1][C:37]([NH:36][C:39]3[C:40]([CH3:47])=[CH:41][C:42]([CH3:46])=[CH:43][C:44]=3[CH3:45])=[O:38])[CH:3]=2)=[CH:33][CH:32]=1. The catalyst class is: 17.